This data is from Experimentally validated miRNA-target interactions with 360,000+ pairs, plus equal number of negative samples. The task is: Binary Classification. Given a miRNA mature sequence and a target amino acid sequence, predict their likelihood of interaction. The miRNA is hsa-miR-3664-3p with sequence UCUCAGGAGUAAAGACAGAGUU. The protein sequence of the target gene is MLVLVLGDLHIPHRCNSLPAKFKKLLVPGKIQHILCTGNLCTKESYDYLKTLAGDVHIVRGDFDENLNYPEQKVVTVGQFKIGLIHGHQVIPWGDMASLALLQRQFDVDILISGHTHKFEAFEHENKFYINPGSATGAYNALETNIIPSFVLMDIQASTVVTYVYQLIGDDVKVERIEYKKP. Result: 0 (no interaction).